Dataset: Full USPTO retrosynthesis dataset with 1.9M reactions from patents (1976-2016). Task: Predict the reactants needed to synthesize the given product. (1) Given the product [Cl:9][C:3]1[CH:4]=[C:5]([CH3:8])[CH:6]=[CH:7][C:2]=1[C:46]([O:52][CH3:51])=[O:47], predict the reactants needed to synthesize it. The reactants are: Br[C:2]1[CH:7]=[CH:6][C:5]([CH3:8])=[CH:4][C:3]=1[Cl:9].C1(P(C2C=CC=CC=2)CCCP(C2C=CC=CC=2)C2C=CC=CC=2)C=CC=CC=1.C(N(CC)CC)C.[CH3:46][OH:47].CN([CH:51]=[O:52])C. (2) Given the product [N:1]1([C:6]2[CH:12]=[CH:11][C:9]([NH:10][C:20](=[O:21])[O:22][CH2:23][C:24]([Cl:27])([Cl:26])[Cl:25])=[CH:8][CH:7]=2)[CH:5]=[CH:4][N:3]=[CH:2]1, predict the reactants needed to synthesize it. The reactants are: [N:1]1([C:6]2[CH:12]=[CH:11][C:9]([NH2:10])=[CH:8][CH:7]=2)[CH:5]=[CH:4][N:3]=[CH:2]1.N1C=CC=CC=1.Cl[C:20]([O:22][CH2:23][C:24]([Cl:27])([Cl:26])[Cl:25])=[O:21]. (3) Given the product [NH2:10][C:9]1[C:5]([C:3]([NH:2][CH3:1])=[O:4])=[N:6][N:7]([CH3:13])[CH:8]=1, predict the reactants needed to synthesize it. The reactants are: [CH3:1][NH:2][C:3]([C:5]1[C:9]([N+:10]([O-])=O)=[CH:8][N:7]([CH3:13])[N:6]=1)=[O:4]. (4) Given the product [CH3:15][C:11]1[N:10]=[C:9]([NH:8][S:7]([C:6]2[S:5][C:4]([NH2:18])=[N:3][C:2]=2[CH3:1])(=[O:17])=[O:16])[CH:14]=[CH:13][CH:12]=1, predict the reactants needed to synthesize it. The reactants are: [CH3:1][C:2]1[N:3]=[C:4]([NH:18]C(=O)C)[S:5][C:6]=1[S:7](=[O:17])(=[O:16])[NH:8][C:9]1[CH:14]=[CH:13][CH:12]=[C:11]([CH3:15])[N:10]=1.Cl. (5) Given the product [CH2:27]([S:29]([C:32]1[CH:33]=[C:34]([C:38]2[CH:46]=[CH:45][C:44]([O:47][C@@H:48]([CH3:51])[CH2:49][OH:50])=[C:43]3[C:39]=2[C:40]2[CH:55]=[C:54]([CH3:56])[CH:53]=[N:52][C:41]=2[NH:42]3)[CH:35]=[CH:36][CH:37]=1)(=[O:31])=[O:30])[CH3:28], predict the reactants needed to synthesize it. The reactants are: C(S(C1C=C(C2C=CC(O)=C3C=2C2C=C(C)C=NC=2N3)C=CC=1)(=O)=O)C.[CH2:27]([S:29]([C:32]1[CH:33]=[C:34]([C:38]2[CH:46]=[CH:45][C:44]([O:47][C@H:48]([CH3:51])[CH2:49][OH:50])=[C:43]3[C:39]=2[C:40]2[CH:55]=[C:54]([CH3:56])[CH:53]=[N:52][C:41]=2[NH:42]3)[CH:35]=[CH:36][CH:37]=1)(=[O:31])=[O:30])[CH3:28]. (6) Given the product [C:8]([O:11][CH2:12][CH2:13][C:14]1[CH:15]=[C:16]2[C:20](=[CH:21][CH:22]=1)[NH:19][CH:18]=[C:17]2[C:30](=[O:31])[CH:41]([C:42]1[CH:47]=[N:46][C:45]([O:48][CH3:49])=[CH:44][N:43]=1)[NH:40][C:36]1[CH:37]=[N:38][CH:39]=[C:34]([O:33][CH3:32])[CH:35]=1)(=[O:10])[CH3:9], predict the reactants needed to synthesize it. The reactants are: C(N(CC)CC)C.[C:8]([O:11][CH2:12][CH2:13][C:14]1[CH:15]=[C:16]2[C:20](=[CH:21][CH:22]=1)[N:19](C(OC(C)(C)C)=O)[CH:18]=[C:17]2[CH:30]=[O:31])(=[O:10])[CH3:9].[CH3:32][O:33][C:34]1[CH:35]=[C:36]([N:40]=[CH:41][C:42]2[CH:47]=[N:46][C:45]([O:48][CH3:49])=[CH:44][N:43]=2)[CH:37]=[N:38][CH:39]=1. (7) Given the product [N:1]1[C:10]2[C:5](=[CH:6][CH:7]=[CH:8][C:9]=2[C:11]([NH:36][NH:35][C:34]([O:38][C:39]([CH3:42])([CH3:41])[CH3:40])=[O:37])=[O:13])[CH:4]=[CH:3][CH:2]=1, predict the reactants needed to synthesize it. The reactants are: [N:1]1[C:10]2[C:5](=[CH:6][CH:7]=[CH:8][C:9]=2[C:11]([OH:13])=O)[CH:4]=[CH:3][CH:2]=1.C(Cl)(=O)C(Cl)=O.CN(C=O)C.CCN(C(C)C)C(C)C.[C:34]([O:38][C:39]([CH3:42])([CH3:41])[CH3:40])(=[O:37])[NH:35][NH2:36]. (8) The reactants are: [NH2:1][C:2]1[CH:7]=[CH:6][CH:5]=[CH:4][CH:3]=1.[CH2:8]([O:10][C:11]([C:13]1[CH:14]=[N:15][N:16]([C:18]2[N:22]([CH2:23][O:24][CH2:25][CH2:26][O:27][CH3:28])[C:21]3[CH:29]=[C:30]([Cl:37])[C:31]([S:33](Cl)(=[O:35])=[O:34])=[CH:32][C:20]=3[N:19]=2)[CH:17]=1)=[O:12])[CH3:9]. Given the product [CH2:8]([O:10][C:11]([C:13]1[CH:14]=[N:15][N:16]([C:18]2[N:22]([CH2:23][O:24][CH2:25][CH2:26][O:27][CH3:28])[C:21]3[CH:29]=[C:30]([Cl:37])[C:31]([S:33](=[O:35])(=[O:34])[NH:1][C:2]4[CH:7]=[CH:6][CH:5]=[CH:4][CH:3]=4)=[CH:32][C:20]=3[N:19]=2)[CH:17]=1)=[O:12])[CH3:9], predict the reactants needed to synthesize it. (9) Given the product [CH3:59][N:60]([C@H:61]1[C:70]2[C:65](=[CH:66][CH:67]=[CH:68][CH:69]=2)[CH2:64][CH2:63][CH2:62]1)[C:21]([C:19]1[N:20]=[C:16]([N:13]2[CH2:12][CH2:11][N:10]([C:8](=[O:9])[CH2:7][N:6]3[C:2]([CH3:1])=[CH:3][C:4]([C:24]([F:27])([F:26])[F:25])=[N:5]3)[CH2:15][CH2:14]2)[S:17][CH:18]=1)=[O:22], predict the reactants needed to synthesize it. The reactants are: [CH3:1][C:2]1[N:6]([CH2:7][C:8]([N:10]2[CH2:15][CH2:14][N:13]([C:16]3[S:17][CH:18]=[C:19]([C:21](O)=[O:22])[N:20]=3)[CH2:12][CH2:11]2)=[O:9])[N:5]=[C:4]([C:24]([F:27])([F:26])[F:25])[CH:3]=1.C(N(CC)CC)C.F[P-](F)(F)(F)(F)F.N1(OC(N(C)C)=[N+](C)C)C2C=CC=CC=2N=N1.[CH3:59][NH:60][C@H:61]1[C:70]2[C:65](=[CH:66][CH:67]=[CH:68][CH:69]=2)[CH2:64][CH2:63][CH2:62]1.C(O)(=O)CC(CC(O)=O)(C(O)=O)O.